From a dataset of NCI-60 drug combinations with 297,098 pairs across 59 cell lines. Regression. Given two drug SMILES strings and cell line genomic features, predict the synergy score measuring deviation from expected non-interaction effect. (1) Synergy scores: CSS=17.0, Synergy_ZIP=2.08, Synergy_Bliss=5.43, Synergy_Loewe=-10.6, Synergy_HSA=1.45. Cell line: HT29. Drug 1: CC1=CC=C(C=C1)C2=CC(=NN2C3=CC=C(C=C3)S(=O)(=O)N)C(F)(F)F. Drug 2: CN(CCCl)CCCl.Cl. (2) Drug 1: CC1C(C(CC(O1)OC2CC(CC3=C2C(=C4C(=C3O)C(=O)C5=C(C4=O)C(=CC=C5)OC)O)(C(=O)C)O)N)O.Cl. Drug 2: C1=CC(=CC=C1C#N)C(C2=CC=C(C=C2)C#N)N3C=NC=N3. Cell line: SNB-75. Synergy scores: CSS=8.36, Synergy_ZIP=-1.39, Synergy_Bliss=0.418, Synergy_Loewe=-14.3, Synergy_HSA=0.312.